From a dataset of Forward reaction prediction with 1.9M reactions from USPTO patents (1976-2016). Predict the product of the given reaction. (1) Given the reactants [CH2:1]([O:8][C:9]1[C:17]([F:18])=[CH:16][CH:15]=[C:14]2[C:10]=1[CH:11]=[C:12](C(O)=O)[NH:13]2)[C:2]1[CH:7]=[CH:6][CH:5]=[CH:4][CH:3]=1, predict the reaction product. The product is: [CH2:1]([O:8][C:9]1[C:17]([F:18])=[CH:16][CH:15]=[C:14]2[C:10]=1[CH:11]=[CH:12][NH:13]2)[C:2]1[CH:3]=[CH:4][CH:5]=[CH:6][CH:7]=1. (2) Given the reactants [Br:1][C:2]1[CH:9]=[C:8]([Cl:10])[CH:7]=[CH:6][C:3]=1[CH:4]=O.[CH3:11][O:12][C:13]([CH:15]=P(C1C=CC=CC=1)(C1C=CC=CC=1)C1C=CC=CC=1)=[O:14], predict the reaction product. The product is: [CH3:11][O:12][C:13](=[O:14])/[CH:15]=[CH:4]/[C:3]1[CH:6]=[CH:7][C:8]([Cl:10])=[CH:9][C:2]=1[Br:1]. (3) Given the reactants C(N(CC)CC)C.[CH3:8][N:9]1[C:17]2[C:12](=[CH:13][CH:14]=[CH:15][CH:16]=2)[C:11]([CH:18]=[O:19])=[N:10]1.[CH:20](=[N:27][C:28]1[CH:29]=[N:30][CH:31]=[C:32]([O:34][CH3:35])[CH:33]=1)[C:21]1[CH:26]=[CH:25][CH:24]=[CH:23][CH:22]=1, predict the reaction product. The product is: [CH3:35][O:34][C:32]1[CH:33]=[C:28]([NH:27][CH:20]([C:21]2[CH:26]=[CH:25][CH:24]=[CH:23][CH:22]=2)[C:18]([C:11]2[C:12]3[C:17](=[CH:16][CH:15]=[CH:14][CH:13]=3)[N:9]([CH3:8])[N:10]=2)=[O:19])[CH:29]=[N:30][CH:31]=1.